Dataset: Forward reaction prediction with 1.9M reactions from USPTO patents (1976-2016). Task: Predict the product of the given reaction. (1) Given the reactants Cl.[CH2:2]([O:9][C:10]1[CH:15]=[CH:14][N:13]2[N:16]=[C:17]([CH3:22])[C:18]([C:19](=[S:21])[NH2:20])=[C:12]2[CH:11]=1)[C:3]1[CH:8]=[CH:7][CH:6]=[CH:5][CH:4]=1.Cl[CH:24]([C:29](OC)=[O:30])[C:25]([O:27][CH3:28])=[O:26].O, predict the reaction product. The product is: [CH2:2]([O:9][C:10]1[CH:15]=[CH:14][N:13]2[N:16]=[C:17]([CH3:22])[C:18]([C:19]3[S:21][C:24]([C:25]([O:27][CH3:28])=[O:26])=[C:29]([OH:30])[N:20]=3)=[C:12]2[CH:11]=1)[C:3]1[CH:4]=[CH:5][CH:6]=[CH:7][CH:8]=1. (2) Given the reactants [CH:1]1([CH2:4][N:5]2[CH2:14][CH2:13][C@@:12]34[C:15]5[C:21]6[CH2:22][C@@H:6]2[C@@:7]23[CH2:34][CH2:33][C@:10]([O:35][CH3:36])([C@@H:11]4[O:17][C:16]=5[C:18]([O:23]CC3C=CC(OC)=CC=3)=[CH:19][CH:20]=6)[C@@H:9]([CH2:37][NH2:38])[CH2:8]2)[CH2:3][CH2:2]1.C(N(CC)CC)C.[C:46]1([CH3:56])[CH:51]=[CH:50][C:49]([S:52](Cl)(=[O:54])=[O:53])=[CH:48][CH:47]=1, predict the reaction product. The product is: [CH:1]1([CH2:4][N:5]2[CH2:14][CH2:13][C@@:12]34[C:15]5[C:21]6[CH2:22][C@@H:6]2[C@@:7]23[CH2:34][CH2:33][C@:10]([O:35][CH3:36])([C@@H:11]4[O:17][C:16]=5[C:18]([OH:23])=[CH:19][CH:20]=6)[C@@H:9]([CH2:37][NH:38][S:52]([C:49]3[CH:50]=[CH:51][C:46]([CH3:56])=[CH:47][CH:48]=3)(=[O:54])=[O:53])[CH2:8]2)[CH2:2][CH2:3]1.